From a dataset of Full USPTO retrosynthesis dataset with 1.9M reactions from patents (1976-2016). Predict the reactants needed to synthesize the given product. The reactants are: [CH3:1][C:2]1([CH3:18])[C:6]([CH3:8])([CH3:7])[O:5][B:4]([C:9]2[CH:17]=[CH:16][C:12]([C:13]([OH:15])=O)=[CH:11][CH:10]=2)[O:3]1.[N:19]1([CH:24]2[CH2:29][CH2:28][NH:27][CH2:26][CH2:25]2)[CH2:23][CH2:22][CH2:21][CH2:20]1.ON1C2C=CC=CC=2N=N1.Cl.CN(C)CCCN=C=NCC. Given the product [N:19]1([CH:24]2[CH2:29][CH2:28][N:27]([C:13]([C:12]3[CH:11]=[CH:10][C:9]([B:4]4[O:5][C:6]([CH3:7])([CH3:8])[C:2]([CH3:1])([CH3:18])[O:3]4)=[CH:17][CH:16]=3)=[O:15])[CH2:26][CH2:25]2)[CH2:23][CH2:22][CH2:21][CH2:20]1, predict the reactants needed to synthesize it.